This data is from Full USPTO retrosynthesis dataset with 1.9M reactions from patents (1976-2016). The task is: Predict the reactants needed to synthesize the given product. Given the product [Cl:1][C:2]1[CH:7]=[CH:6][CH:5]=[C:4]([Cl:8])[C:3]=1[CH:9]1[C:14]([C:15]([O:17][CH3:18])=[O:16])=[C:13]([CH2:19][CH2:20][C:21]2[S:22][CH:23]=[CH:24][N:25]=2)[NH:12][C:11]([CH2:26][C:27]([N:46]2[CH2:45][CH2:44][N:43]([CH:38]3[CH2:39][CH:40]4[CH:35]([CH3:34])[CH:36]([CH2:42][CH2:41]4)[CH2:37]3)[CH2:48][CH2:47]2)=[O:28])=[C:10]1[C:30]([O:32][CH3:33])=[O:31], predict the reactants needed to synthesize it. The reactants are: [Cl:1][C:2]1[CH:7]=[CH:6][CH:5]=[C:4]([Cl:8])[C:3]=1[CH:9]1[C:14]([C:15]([O:17][CH3:18])=[O:16])=[C:13]([CH2:19][CH2:20][C:21]2[S:22][CH:23]=[CH:24][N:25]=2)[NH:12][C:11]([CH2:26][C:27](O)=[O:28])=[C:10]1[C:30]([O:32][CH3:33])=[O:31].[CH3:34][CH:35]1[CH:40]2[CH2:41][CH2:42][CH:36]1[CH2:37][CH:38]([N:43]1[CH2:48][CH2:47][NH:46][CH2:45][CH2:44]1)[CH2:39]2.O.